Regression/Classification. Given a drug SMILES string, predict its toxicity properties. Task type varies by dataset: regression for continuous values (e.g., LD50, hERG inhibition percentage) or binary classification for toxic/non-toxic outcomes (e.g., AMES mutagenicity, cardiotoxicity, hepatotoxicity). Dataset: ames. From a dataset of Ames mutagenicity test results for genotoxicity prediction. (1) The compound is C/C(=C(/OCCOc1ccc(Cl)cc1)c1ccc(Cl)cc1Cl)n1ccnc1. The result is 0 (non-mutagenic). (2) The molecule is O=C(O)c1cc(N=Nc2ccc(-c3ccc(N=Nc4ccc(N=Nc5ccc(O)c(C(=O)O)c5)c5cc(S(=O)(=O)O)ccc45)cc3)cc2)ccc1O. The result is 1 (mutagenic). (3) The drug is N[C@@H]1C[C@H]1c1ccccc1. The result is 0 (non-mutagenic). (4) The molecule is COC(=O)/C(=C/c1ccc([N+](=O)[O-])o1)[N+](=O)[O-]. The result is 1 (mutagenic).